From a dataset of NCI-60 drug combinations with 297,098 pairs across 59 cell lines. Regression. Given two drug SMILES strings and cell line genomic features, predict the synergy score measuring deviation from expected non-interaction effect. (1) Drug 2: CC1=CC2C(CCC3(C2CCC3(C(=O)C)OC(=O)C)C)C4(C1=CC(=O)CC4)C. Cell line: T-47D. Drug 1: CC12CCC(CC1=CCC3C2CCC4(C3CC=C4C5=CN=CC=C5)C)O. Synergy scores: CSS=16.3, Synergy_ZIP=-0.272, Synergy_Bliss=3.92, Synergy_Loewe=5.91, Synergy_HSA=6.11. (2) Drug 1: CN(CC1=CN=C2C(=N1)C(=NC(=N2)N)N)C3=CC=C(C=C3)C(=O)NC(CCC(=O)O)C(=O)O. Drug 2: CC1(CCCN1)C2=NC3=C(C=CC=C3N2)C(=O)N. Cell line: HT29. Synergy scores: CSS=37.5, Synergy_ZIP=4.19, Synergy_Bliss=2.26, Synergy_Loewe=-42.2, Synergy_HSA=-0.367. (3) Drug 2: CNC(=O)C1=CC=CC=C1SC2=CC3=C(C=C2)C(=NN3)C=CC4=CC=CC=N4. Synergy scores: CSS=5.58, Synergy_ZIP=-1.17, Synergy_Bliss=3.51, Synergy_Loewe=1.08, Synergy_HSA=1.01. Cell line: SW-620. Drug 1: CN1CCC(CC1)COC2=C(C=C3C(=C2)N=CN=C3NC4=C(C=C(C=C4)Br)F)OC. (4) Drug 1: C1C(C(OC1N2C=C(C(=O)NC2=O)F)CO)O. Drug 2: CC(C)NC(=O)C1=CC=C(C=C1)CNNC.Cl. Cell line: 786-0. Synergy scores: CSS=13.7, Synergy_ZIP=1.37, Synergy_Bliss=-2.97, Synergy_Loewe=-31.1, Synergy_HSA=-0.914. (5) Drug 1: CC1=C2C(C(=O)C3(C(CC4C(C3C(C(C2(C)C)(CC1OC(=O)C(C(C5=CC=CC=C5)NC(=O)OC(C)(C)C)O)O)OC(=O)C6=CC=CC=C6)(CO4)OC(=O)C)OC)C)OC. Drug 2: C(CCl)NC(=O)N(CCCl)N=O. Cell line: SF-295. Synergy scores: CSS=50.9, Synergy_ZIP=10.7, Synergy_Bliss=10.3, Synergy_Loewe=-14.2, Synergy_HSA=11.7. (6) Drug 1: CCN(CC)CCCC(C)NC1=C2C=C(C=CC2=NC3=C1C=CC(=C3)Cl)OC. Drug 2: CN(C(=O)NC(C=O)C(C(C(CO)O)O)O)N=O. Cell line: TK-10. Synergy scores: CSS=6.06, Synergy_ZIP=2.58, Synergy_Bliss=6.48, Synergy_Loewe=-2.31, Synergy_HSA=1.97. (7) Drug 1: CC1=C(C=C(C=C1)C(=O)NC2=CC(=CC(=C2)C(F)(F)F)N3C=C(N=C3)C)NC4=NC=CC(=N4)C5=CN=CC=C5. Drug 2: CC=C1C(=O)NC(C(=O)OC2CC(=O)NC(C(=O)NC(CSSCCC=C2)C(=O)N1)C(C)C)C(C)C. Cell line: PC-3. Synergy scores: CSS=10.8, Synergy_ZIP=6.66, Synergy_Bliss=4.91, Synergy_Loewe=-53.0, Synergy_HSA=-6.10. (8) Drug 1: C1=NC2=C(N=C(N=C2N1C3C(C(C(O3)CO)O)O)F)N. Drug 2: C1=CC=C(C=C1)NC(=O)CCCCCCC(=O)NO. Cell line: RXF 393. Synergy scores: CSS=3.41, Synergy_ZIP=3.26, Synergy_Bliss=6.17, Synergy_Loewe=-3.19, Synergy_HSA=1.39.